From a dataset of Forward reaction prediction with 1.9M reactions from USPTO patents (1976-2016). Predict the product of the given reaction. (1) Given the reactants [CH2:1]([N:8]1[CH2:13][CH2:12][O:11][CH:10]([C:14]#N)[CH2:9]1)[C:2]1[CH:7]=[CH:6][CH:5]=[CH:4][CH:3]=1.[F:16][C:17]1[CH:18]=[C:19]([Mg]Br)[CH:20]=[CH:21][CH:22]=1.C([O:27]CC)C, predict the reaction product. The product is: [CH2:1]([N:8]1[CH2:13][CH2:12][O:11][CH:10]([C:14]([C:21]2[CH:20]=[CH:19][CH:18]=[C:17]([F:16])[CH:22]=2)=[O:27])[CH2:9]1)[C:2]1[CH:7]=[CH:6][CH:5]=[CH:4][CH:3]=1. (2) Given the reactants [F:1][C:2]1[CH:3]=[C:4]2[C:32]3[N:8]([N:9]([CH3:33])[CH2:10][O:11][C:12]=3[C:13]=1[N:14]1[CH2:19][CH2:18][N:17]([C:20]3[CH:25]=[CH:24][C:23](=[O:26])[N:22]([CH2:27]C(OC)=O)[N:21]=3)[CH2:16][CH2:15]1)[CH:7]=[C:6]([C:34]([OH:36])=[O:35])[C:5]2=[O:37].CN1[CH2:44][CH2:43][O:42][CH2:41]C1, predict the reaction product. The product is: [F:1][C:2]1[CH:3]=[C:4]2[C:32]3[N:8]([N:9]([CH3:33])[CH2:10][O:11][C:12]=3[C:13]=1[N:14]1[CH2:19][CH2:18][N:17]([C:20]3[CH:25]=[CH:24][C:23](=[O:26])[N:22]([CH2:27][C:2]4[CH:13]=[CH:12][CH:44]=[C:43]([O:42][CH3:41])[CH:3]=4)[N:21]=3)[CH2:16][CH2:15]1)[CH:7]=[C:6]([C:34]([OH:36])=[O:35])[C:5]2=[O:37]. (3) Given the reactants [Cl:1][C:2]1[CH:7]=[C:6]([C:8]2[C:17]3[C:12](=[CH:13][C:14]([S:18]([N:21]([C:31]4[CH:35]=[CH:34][O:33][N:32]=4)[CH2:22][C:23]4[CH:28]=[CH:27][C:26]([O:29][CH3:30])=[CH:25][CH:24]=4)(=[O:20])=[O:19])=[CH:15][CH:16]=3)[C:11]([OH:36])=[CH:10][N:9]=2)[C:5]([O:37][CH3:38])=[CH:4][C:3]=1[C:39]1[CH:44]=[CH:43][CH:42]=[C:41]([F:45])[CH:40]=1.[F:46][C:47]([F:66])([F:65])[S:48](N(C1C=CC=CC=1)[S:48]([C:47]([F:66])([F:65])[F:46])(=[O:50])=[O:49])(=[O:50])=[O:49].C(N(CC)CC)C, predict the reaction product. The product is: [F:46][C:47]([F:66])([F:65])[S:48]([O:36][C:11]1[C:12]2[C:17](=[CH:16][CH:15]=[C:14]([S:18](=[O:19])(=[O:20])[N:21]([C:31]3[CH:35]=[CH:34][O:33][N:32]=3)[CH2:22][C:23]3[CH:24]=[CH:25][C:26]([O:29][CH3:30])=[CH:27][CH:28]=3)[CH:13]=2)[C:8]([C:6]2[C:5]([O:37][CH3:38])=[CH:4][C:3]([C:39]3[CH:44]=[CH:43][CH:42]=[C:41]([F:45])[CH:40]=3)=[C:2]([Cl:1])[CH:7]=2)=[N:9][CH:10]=1)(=[O:50])=[O:49].